From a dataset of Catalyst prediction with 721,799 reactions and 888 catalyst types from USPTO. Predict which catalyst facilitates the given reaction. Reactant: N#N.[CH2:3]([C:5]1[O:6][C:7]([C:13]2[CH:18]=[CH:17][CH:16]=[CH:15][CH:14]=2)=[C:8]([C:10](O)=[O:11])[N:9]=1)[CH3:4].CN(C=O)C.C(Cl)(=O)C([Cl:27])=O. Product: [CH2:3]([C:5]1[O:6][C:7]([C:13]2[CH:18]=[CH:17][CH:16]=[CH:15][CH:14]=2)=[C:8]([C:10]([Cl:27])=[O:11])[N:9]=1)[CH3:4]. The catalyst class is: 11.